Predict the product of the given reaction. From a dataset of Forward reaction prediction with 1.9M reactions from USPTO patents (1976-2016). Given the reactants [O:1]1[C:5]2[CH:6]=[CH:7][C:8]([C:10]([CH3:14])([CH3:13])[CH:11]=O)=[CH:9][C:4]=2[O:3][CH2:2]1.[NH2:15][OH:16].N1C=CC=CC=1, predict the reaction product. The product is: [O:1]1[C:5]2[CH:6]=[CH:7][C:8]([C:10]([CH3:14])([CH3:13])[CH:11]=[N:15][OH:16])=[CH:9][C:4]=2[O:3][CH2:2]1.